From a dataset of Full USPTO retrosynthesis dataset with 1.9M reactions from patents (1976-2016). Predict the reactants needed to synthesize the given product. (1) Given the product [NH2:22][C@@H:18]([CH2:17][CH2:16][CH2:15][N:14]([CH2:37][CH2:38][NH:39][C:40]([O:42][CH2:43][C:44]1[CH:45]=[CH:46][CH:47]=[CH:48][CH:49]=1)=[O:41])[CH2:13][CH2:12][NH:11][C:9]([O:8][CH2:1][C:2]1[CH:3]=[CH:4][CH:5]=[CH:6][CH:7]=1)=[O:10])[C:19]([OH:21])=[O:20], predict the reactants needed to synthesize it. The reactants are: [CH2:1]([O:8][C:9]([NH:11][CH2:12][CH2:13][N:14]([CH2:37][CH2:38][NH:39][C:40]([O:42][CH2:43][C:44]1[CH:49]=[CH:48][CH:47]=[CH:46][CH:45]=1)=[O:41])[CH2:15][CH2:16][CH2:17][C@H:18]([N:22](C(OC(C)(C)C)=O)C(OC(C)(C)C)=O)[C:19]([OH:21])=[O:20])=[O:10])[C:2]1[CH:7]=[CH:6][CH:5]=[CH:4][CH:3]=1. (2) Given the product [CH3:26][Si:11]([CH3:10])([CH3:27])[CH2:12][CH2:13][O:14][C:15](=[O:16])[NH:17][CH2:18][CH2:19][CH2:20][CH2:21][CH2:22][C:23](=[O:24])[NH:5][C:4]1[CH:3]=[C:2]([I:1])[CH:8]=[C:7]([I:9])[CH:6]=1, predict the reactants needed to synthesize it. The reactants are: [I:1][C:2]1[CH:3]=[C:4]([CH:6]=[C:7]([I:9])[CH:8]=1)[NH2:5].[CH3:10][Si:11]([CH3:27])([CH3:26])[CH2:12][CH2:13][O:14][C:15]([NH:17][CH2:18][CH2:19][CH2:20][CH2:21][CH2:22][C:23](O)=[O:24])=[O:16].CCN(C(C)C)C(C)C.CN(C(ON1N=NC2C=CC=NC1=2)=[N+](C)C)C.F[P-](F)(F)(F)(F)F. (3) Given the product [F:17][C:18]1[CH:26]=[CH:25][CH:24]=[C:23]([F:27])[C:19]=1[C:20]([N:13]1[CH2:14][CH:15]2[CH:11]([CH2:10][N:9]([C:4]3[N:5]=[C:6]([CH3:8])[CH:7]=[C:2]([CH3:1])[N:3]=3)[CH2:16]2)[CH2:12]1)=[O:21], predict the reactants needed to synthesize it. The reactants are: [CH3:1][C:2]1[CH:7]=[C:6]([CH3:8])[N:5]=[C:4]([N:9]2[CH2:16][CH:15]3[CH:11]([CH2:12][NH:13][CH2:14]3)[CH2:10]2)[N:3]=1.[F:17][C:18]1[CH:26]=[CH:25][CH:24]=[C:23]([F:27])[C:19]=1[C:20](O)=[O:21].